This data is from Forward reaction prediction with 1.9M reactions from USPTO patents (1976-2016). The task is: Predict the product of the given reaction. (1) The product is: [CH3:37][N:34]1[CH2:33][CH2:32][N:31]([CH2:30][C:27]2[CH:28]=[CH:29][C:24]([C:23]([NH:22][C:17]3[CH:16]=[CH:15][C:20]([CH3:21])=[C:19]([NH:13][C:9]4[N:8]=[C:7]([C:3]5[CH:2]=[N:1][CH:6]=[CH:5][CH:4]=5)[CH:12]=[CH:11][N:10]=4)[CH:18]=3)=[O:38])=[CH:25][CH:26]=2)[CH2:36][CH2:35]1. Given the reactants [N:1]1[CH:6]=[CH:5][CH:4]=[C:3]([C:7]2[CH:12]=[CH:11][N:10]=[C:9]([NH2:13])[N:8]=2)[CH:2]=1.Br[C:15]1[CH:16]=[C:17]([NH:22][C:23](=[O:38])[C:24]2[CH:29]=[CH:28][C:27]([CH2:30][N:31]3[CH2:36][CH2:35][N:34]([CH3:37])[CH2:33][CH2:32]3)=[CH:26][CH:25]=2)[CH:18]=[CH:19][C:20]=1[CH3:21].C1C=CC(P(C2C(C3C(P(C4C=CC=CC=4)C4C=CC=CC=4)=CC=C4C=3C=CC=C4)=C3C(C=CC=C3)=CC=2)C2C=CC=CC=2)=CC=1.C1(C)C(C)=CC=CC=1, predict the reaction product. (2) Given the reactants [S:1]1[CH:5]=[CH:4][N:3]=[C:2]1[C:6]([N:8]1[CH2:13][CH2:12][N:11]([CH:14]2[CH2:17][N:16]([C:18]([C:20]3[CH:21]=[C:22]4[C:27](=[CH:28][CH:29]=3)[NH:26][CH2:25][CH2:24][CH2:23]4)=[O:19])[CH2:15]2)[CH2:10][CH2:9]1)=[O:7].C([O-])([O-])=O.[K+].[K+], predict the reaction product. The product is: [CH2:18]([N:26]1[C:27]2[C:22](=[CH:21][C:20]([C:18]([N:16]3[CH2:17][CH:14]([N:11]4[CH2:12][CH2:13][N:8]([C:6]([C:2]5[S:1][CH:5]=[CH:4][N:3]=5)=[O:7])[CH2:9][CH2:10]4)[CH2:15]3)=[O:19])=[CH:29][CH:28]=2)[CH2:23][CH2:24][CH2:25]1)[C:20]1[CH:21]=[CH:22][CH:27]=[CH:28][CH:29]=1.